From a dataset of Reaction yield outcomes from USPTO patents with 853,638 reactions. Predict the reaction yield, written as a fraction of the theoretical maximum amount of product (1.0 means a 100% yield; for example, 0.34 means a 34% yield). (1) The yield is 0.500. The catalyst is CO.[OH-].[OH-].[Pd+2]. The product is [NH2:8][CH2:9][CH2:10][CH:11]([CH2:24][CH2:25][NH2:26])[CH2:12][CH2:13][NH2:14]. The reactants are COC1C=CC(C[NH:8][CH2:9][CH2:10][CH:11]([CH2:24][CH2:25][NH:26]CC2C=CC(OC)=CC=2)[CH2:12][CH2:13][NH:14]CC2C=CC(OC)=CC=2)=CC=1. (2) The reactants are [CH3:1][N:2]([C:4]([N:6]=[C:7]([NH2:9])[NH2:8])=[NH:5])[CH3:3].Cl.[OH-].[Na+].[C:13]([OH:21])(=[O:20])[CH:14]([CH2:16][C:17]([OH:19])=[O:18])[OH:15].CO. The catalyst is C(O)C. The product is [CH3:1][N:2]([C:4]([NH:6][C:7]([NH2:9])=[NH:8])=[NH:5])[CH3:3].[C:13]([O-:21])(=[O:20])[CH:14]([CH2:16][C:17]([O-:19])=[O:18])[OH:15]. The yield is 0.754.